Dataset: Full USPTO retrosynthesis dataset with 1.9M reactions from patents (1976-2016). Task: Predict the reactants needed to synthesize the given product. (1) Given the product [CH2:18]([O:17][C:15](=[O:16])[C:9]([C:10]([O:12][CH2:13][CH3:14])=[O:11])([C:3]1[CH:4]=[CH:5][CH:6]=[CH:7][CH:8]=1)[CH2:21][CH2:22][C:23]([O:25][CH2:26][CH3:27])=[O:24])[CH3:19], predict the reactants needed to synthesize it. The reactants are: [H-].[Na+].[C:3]1([CH:9]([C:15]([O:17][CH2:18][CH3:19])=[O:16])[C:10]([O:12][CH2:13][CH3:14])=[O:11])[CH:8]=[CH:7][CH:6]=[CH:5][CH:4]=1.Br[CH2:21][CH2:22][C:23]([O:25][CH2:26][CH3:27])=[O:24]. (2) Given the product [C:18]([O:21][CH2:22][C:23]1[C:24]([N:1]2[CH2:2][CH2:3][N:4]3[C:12]4[CH2:11][CH2:10][CH2:9][CH2:8][C:7]=4[CH:6]=[C:5]3[C:13]2=[O:15])=[CH:25][C:26]([F:30])=[CH:27][C:28]=1[Br:29])(=[O:20])[CH3:19], predict the reactants needed to synthesize it. The reactants are: [NH2:1][CH2:2][CH2:3][N:4]1[C:12]2[CH2:11][CH2:10][CH2:9][CH2:8][C:7]=2[CH:6]=[C:5]1[C:13]([O:15]CC)=O.[C:18]([O:21][CH2:22][C:23]1[C:28]([Br:29])=[CH:27][C:26]([F:30])=[CH:25][C:24]=1Br)(=[O:20])[CH3:19].CC1(C)C2C(=C(P(C3C=CC=CC=3)C3C=CC=CC=3)C=CC=2)OC2C(P(C3C=CC=CC=3)C3C=CC=CC=3)=CC=CC1=2.C([O-])([O-])=O.[Cs+].[Cs+]. (3) Given the product [CH3:27][Si:28]([CH3:37])([CH3:36])[CH2:29][CH2:30][O:31][C:32](=[O:33])[NH:34][N:35]1[C:11]([C:8]2[CH:9]=[CH:10][C:5]([C:1]([CH3:4])([CH3:3])[CH3:2])=[CH:6][CH:7]=2)=[CH:12][CH:13]=[C:14]1[C:16]1[CH:21]=[CH:20][C:19]([C:22]([CH3:25])([CH3:24])[CH3:23])=[CH:18][CH:17]=1, predict the reactants needed to synthesize it. The reactants are: [C:1]([C:5]1[CH:10]=[CH:9][C:8]([C:11](=O)[CH2:12][CH2:13][C:14]([C:16]2[CH:21]=[CH:20][C:19]([C:22]([CH3:25])([CH3:24])[CH3:23])=[CH:18][CH:17]=2)=O)=[CH:7][CH:6]=1)([CH3:4])([CH3:3])[CH3:2].[CH3:27][Si:28]([CH3:37])([CH3:36])[CH2:29][CH2:30][O:31][C:32]([NH:34][NH2:35])=[O:33].C1(C)C=CC(S(O)(=O)=O)=CC=1. (4) Given the product [CH:19]1([NH:22][C:2]2[C:7]([N+:8]([O-:10])=[O:9])=[CH:6][C:5]([C:11]3[C:12]([CH3:17])=[N:13][O:14][C:15]=3[CH3:16])=[CH:4][C:3]=2[I:18])[CH2:21][CH2:20]1, predict the reactants needed to synthesize it. The reactants are: Br[C:2]1[C:7]([N+:8]([O-:10])=[O:9])=[CH:6][C:5]([C:11]2[C:12]([CH3:17])=[N:13][O:14][C:15]=2[CH3:16])=[CH:4][C:3]=1[I:18].[CH:19]1([NH2:22])[CH2:21][CH2:20]1. (5) Given the product [CH3:22][O:23][N:24]=[C:2]1[CH2:6][N:5]([C:7]([O:9][CH2:10][C:11]2[CH:16]=[CH:15][CH:14]=[CH:13][CH:12]=2)=[O:8])[CH2:4][CH:3]1[C:17]([O:19][CH3:20])=[O:18], predict the reactants needed to synthesize it. The reactants are: O=[C:2]1[CH2:6][N:5]([C:7]([O:9][CH2:10][C:11]2[CH:16]=[CH:15][CH:14]=[CH:13][CH:12]=2)=[O:8])[CH2:4][CH:3]1[C:17]([O:19][CH3:20])=[O:18].Cl.[CH3:22][O:23][NH2:24]. (6) Given the product [CH2:1]([O:3][C:4]([C:6]1[C:7]([O:26][C:27](=[O:29])[CH3:28])=[C:8]2[C:16]([Cl:37])=[CH:15][N:14]([CH2:17][C:18]3[CH:23]=[CH:22][C:21]([F:24])=[C:20]([F:25])[CH:19]=3)[C:9]2=[C:10]([C:12]#[N:13])[N:11]=1)=[O:5])[CH3:2], predict the reactants needed to synthesize it. The reactants are: [CH2:1]([O:3][C:4]([C:6]1[C:7]([O:26][C:27](=[O:29])[CH3:28])=[C:8]2[CH:16]=[CH:15][N:14]([CH2:17][C:18]3[CH:23]=[CH:22][C:21]([F:24])=[C:20]([F:25])[CH:19]=3)[C:9]2=[C:10]([C:12]#[N:13])[N:11]=1)=[O:5])[CH3:2].C1C(=O)N([Cl:37])C(=O)C1.